From a dataset of Full USPTO retrosynthesis dataset with 1.9M reactions from patents (1976-2016). Predict the reactants needed to synthesize the given product. (1) Given the product [CH3:28][C:27]1[C:26]2[CH:29]=[CH:30][CH:31]=[CH:32][C:25]=2[O:24][C:23]=1[C:2]1[CH2:7][CH2:6][N:5]([C:8](=[O:22])/[CH:9]=[CH:10]/[C:11]2[CH:12]=[C:13]3[C:18](=[N:19][CH:20]=2)[NH:17][C:16](=[O:21])[CH2:15][CH2:14]3)[CH2:4][CH:3]=1, predict the reactants needed to synthesize it. The reactants are: O[C:2]1([C:23]2[O:24][C:25]3[CH:32]=[CH:31][CH:30]=[CH:29][C:26]=3[C:27]=2[CH3:28])[CH2:7][CH2:6][N:5]([C:8](=[O:22])/[CH:9]=[CH:10]/[C:11]2[CH:12]=[C:13]3[C:18](=[N:19][CH:20]=2)[NH:17][C:16](=[O:21])[CH2:15][CH2:14]3)[CH2:4][CH2:3]1.C([O-])(O)=O.[Na+]. (2) The reactants are: [CH:1]12[NH:8][CH:5]([CH2:6][CH2:7]1)[CH2:4][CH:3]([C:9]1[N:13]=[C:12]([NH:14][C:15]3[C:20]([O:21][C:22]4[C:23]([CH3:28])=[N:24][CH:25]=[CH:26][CH:27]=4)=[CH:19][C:18]([S:29][CH2:30][CH2:31][O:32][CH3:33])=[CH:17][N:16]=3)[S:11][N:10]=1)[CH2:2]2.C(N(CC)CC)C.[C:41](OC(=O)C)(=[O:43])[CH3:42].[ClH:48]. Given the product [ClH:48].[CH3:33][O:32][CH2:31][CH2:30][S:29][C:18]1[CH:19]=[C:20]([O:21][C:22]2[C:23]([CH3:28])=[N:24][CH:25]=[CH:26][CH:27]=2)[C:15]([NH:14][C:12]2[S:11][N:10]=[C:9]([CH:3]3[CH2:2][CH:1]4[N:8]([C:41](=[O:43])[CH3:42])[CH:5]([CH2:6][CH2:7]4)[CH2:4]3)[N:13]=2)=[N:16][CH:17]=1, predict the reactants needed to synthesize it. (3) Given the product [F:2][C:3]1[C:4]([C:28]2[CH:33]=[CH:32][C:31]([O:34][CH3:35])=[CH:30][C:29]=2[F:36])=[CH:5][C:6](=[O:27])[N:7]([CH2:9][CH2:10][C@@:11]([CH3:26])([S:22]([CH3:25])(=[O:24])=[O:23])[C:12]([NH:14][OH:15])=[O:13])[CH:8]=1, predict the reactants needed to synthesize it. The reactants are: Cl.[F:2][C:3]1[C:4]([C:28]2[CH:33]=[CH:32][C:31]([O:34][CH3:35])=[CH:30][C:29]=2[F:36])=[CH:5][C:6](=[O:27])[N:7]([CH2:9][CH2:10][C@@:11]([CH3:26])([S:22]([CH3:25])(=[O:24])=[O:23])[C:12]([NH:14][O:15]C2CCCCO2)=[O:13])[CH:8]=1.O. (4) Given the product [CH3:24][O:25][C:26]([C:28]1[C:36]2[C:31](=[CH:32][C:33]([Cl:38])=[C:34]([C:2]3[C:7]([O:8][CH3:9])=[N:6][C:5]([N:10]([CH3:12])[CH3:11])=[CH:4][CH:3]=3)[CH:35]=2)[N:30]([S:39]([C:42]2[CH:47]=[CH:46][C:45]([CH3:48])=[CH:44][CH:43]=2)(=[O:41])=[O:40])[CH:29]=1)=[O:27], predict the reactants needed to synthesize it. The reactants are: Br[C:2]1[CH:3]=[CH:4][C:5]([N:10]([CH3:12])[CH3:11])=[N:6][C:7]=1[O:8][CH3:9].C([Li])CCC.CC1CCCO1.[CH3:24][O:25][C:26]([C:28]1[C:36]2[C:31](=[CH:32][C:33]([Cl:38])=[C:34](Br)[CH:35]=2)[N:30]([S:39]([C:42]2[CH:47]=[CH:46][C:45]([CH3:48])=[CH:44][CH:43]=2)(=[O:41])=[O:40])[CH:29]=1)=[O:27]. (5) Given the product [CH2:6]([N:13]1[CH2:19][CH2:18][CH2:17][C:16]([CH2:28][C:26]([O:25][CH2:24][CH3:23])=[O:27])([OH:20])[CH2:15][CH2:14]1)[C:7]1[CH:8]=[CH:9][CH:10]=[CH:11][CH:12]=1, predict the reactants needed to synthesize it. The reactants are: C([Li])CCC.[CH2:6]([N:13]1[CH2:19][CH2:18][CH2:17][C:16](=[O:20])[CH2:15][CH2:14]1)[C:7]1[CH:12]=[CH:11][CH:10]=[CH:9][CH:8]=1.[NH4+].[Cl-].[CH3:23][CH2:24][O:25][C:26]([CH3:28])=[O:27].